This data is from Full USPTO retrosynthesis dataset with 1.9M reactions from patents (1976-2016). The task is: Predict the reactants needed to synthesize the given product. (1) Given the product [CH2:21]([O:23][C:24]([C:26]1[N:27]=[C:28]([C:8]2[CH:7]=[CH:6][C:5]3[CH2:4][CH2:3][CH2:2][C:1](=[O:20])[C:10]=3[CH:9]=2)[S:29][CH:30]=1)=[O:25])[CH3:22], predict the reactants needed to synthesize it. The reactants are: [C:1]1(=[O:20])[C:10]2[C:5](=[CH:6][CH:7]=[C:8](B3OC(C)(C)C(C)(C)O3)[CH:9]=2)[CH2:4][CH2:3][CH2:2]1.[CH2:21]([O:23][C:24]([C:26]1[N:27]=[C:28](Cl)[S:29][CH:30]=1)=[O:25])[CH3:22].[BH4-].C([N+](CCCC)(CCCC)CCCC)CCC.C(=O)([O-])[O-].[K+].[K+]. (2) Given the product [CH:17]1([N:7]2[CH2:8][C:9]([CH2:15][CH3:16])([F:14])[C:10](=[O:13])[N:11]([CH3:12])[C:5]3[CH:4]=[N:3][C:2]([NH:23][C:24]4[CH:32]=[CH:31][C:27]([C:28]([OH:30])=[O:29])=[CH:26][C:25]=4[O:33][CH3:34])=[N:22][C:6]2=3)[CH2:21][CH2:20][CH2:19][CH2:18]1, predict the reactants needed to synthesize it. The reactants are: Cl[C:2]1[N:3]=[CH:4][C:5]2[N:11]([CH3:12])[C:10](=[O:13])[C:9]([CH2:15][CH3:16])([F:14])[CH2:8][N:7]([CH:17]3[CH2:21][CH2:20][CH2:19][CH2:18]3)[C:6]=2[N:22]=1.[NH2:23][C:24]1[CH:32]=[CH:31][C:27]([C:28]([OH:30])=[O:29])=[CH:26][C:25]=1[O:33][CH3:34].